This data is from Reaction yield outcomes from USPTO patents with 853,638 reactions. The task is: Predict the reaction yield, written as a fraction of the theoretical maximum amount of product (1.0 means a 100% yield; for example, 0.34 means a 34% yield). (1) The reactants are C(Cl)(=O)C(Cl)=O.CS(C)=O.[C:11]([C:15]1[CH:19]=[C:18]([CH2:20][OH:21])[N:17]([CH2:22][C:23]2[CH:28]=[CH:27][C:26]([C:29]([F:32])([F:31])[F:30])=[CH:25][C:24]=2[Cl:33])[N:16]=1)([CH3:14])([CH3:13])[CH3:12].C(N(CC)CC)C. The catalyst is ClCCl. The product is [C:11]([C:15]1[CH:19]=[C:18]([CH:20]=[O:21])[N:17]([CH2:22][C:23]2[CH:28]=[CH:27][C:26]([C:29]([F:32])([F:31])[F:30])=[CH:25][C:24]=2[Cl:33])[N:16]=1)([CH3:14])([CH3:12])[CH3:13]. The yield is 0.810. (2) The yield is 0.640. The catalyst is C1(C)C=CC=CC=1.OS(O)(=O)=O. The product is [Br:1][C:2]1[CH:8]=[C:7]2[C:5](=[CH:4][C:3]=1[Cl:9])[NH:6][C:14](=[O:15])[CH:13]=[C:12]2[C:11]([F:21])([F:20])[F:10]. The reactants are [Br:1][C:2]1[CH:8]=[CH:7][C:5]([NH2:6])=[CH:4][C:3]=1[Cl:9].[F:10][C:11]([F:21])([F:20])[C:12](=O)[CH2:13][C:14](OCC)=[O:15]. (3) The catalyst is CCOC(C)=O.[Pd]. The reactants are [CH3:1][O:2][C:3](=[O:18])[C:4]1[CH:13]=[C:12]([N+:14]([O-])=O)[C:7]([C:8]([O:10][CH3:11])=[O:9])=[CH:6][C:5]=1[F:17]. The yield is 0.900. The product is [CH3:11][O:10][C:8](=[O:9])[C:7]1[CH:6]=[C:5]([F:17])[C:4]([C:3]([O:2][CH3:1])=[O:18])=[CH:13][C:12]=1[NH2:14]. (4) The reactants are [C:1]([C:3]1[C:4]([S:13]C(=O)N(C)C)=[CH:5][C:6]2[CH2:7][CH2:8][CH2:9][CH2:10][C:11]=2[CH:12]=1)#[N:2].C[O-].[Na+].CO.Cl. The catalyst is CN(C)C=O. The product is [SH:13][C:4]1[C:3]([C:1]#[N:2])=[CH:12][C:11]2[CH2:10][CH2:9][CH2:8][CH2:7][C:6]=2[CH:5]=1. The yield is 0.960. (5) The reactants are [CH3:1][N:2]([CH3:18])[CH2:3][C:4]([N:6]1[C:14]2[C:9](=[CH:10][CH:11]=[C:12]([N+:15]([O-])=O)[CH:13]=2)[CH2:8][CH2:7]1)=[O:5].O.NN. The catalyst is [Fe](Cl)(Cl)Cl.CO. The product is [CH3:18][N:2]([CH2:3][C:4]([N:6]1[C:14]2[C:9](=[CH:10][CH:11]=[C:12]([NH2:15])[CH:13]=2)[CH2:8][CH2:7]1)=[O:5])[CH3:1]. The yield is 0.800.